This data is from Reaction yield outcomes from USPTO patents with 853,638 reactions. The task is: Predict the reaction yield, written as a fraction of the theoretical maximum amount of product (1.0 means a 100% yield; for example, 0.34 means a 34% yield). (1) The reactants are [CH3:1][O:2][C:3]1[C:4]([N:16]2[CH2:21][CH2:20][O:19][CH2:18][CH2:17]2)=[N:5][C:6]([C:9]2[CH:14]=[CH:13][C:12]([NH2:15])=[CH:11][CH:10]=2)=[N:7][CH:8]=1.C(=O)(O)[O-].[Na+].Cl[C:28]([O:30][C:31]1[CH:36]=[CH:35][CH:34]=[CH:33][CH:32]=1)=[O:29]. The catalyst is C(OCC)(=O)C. The product is [C:31]1([O:30][C:28](=[O:29])[NH:15][C:12]2[CH:13]=[CH:14][C:9]([C:6]3[N:5]=[C:4]([N:16]4[CH2:21][CH2:20][O:19][CH2:18][CH2:17]4)[C:3]([O:2][CH3:1])=[CH:8][N:7]=3)=[CH:10][CH:11]=2)[CH:36]=[CH:35][CH:34]=[CH:33][CH:32]=1. The yield is 0.405. (2) The reactants are [F:1][C:2]1[CH:3]=[CH:4][C:5]([CH3:10])=[C:6]([CH:9]=1)[C:7]#[N:8].[Br:11]N1C(=O)CCC1=O. The catalyst is C(OOC(=O)C1C=CC=CC=1)(=O)C1C=CC=CC=1.C(Cl)(Cl)(Cl)Cl. The product is [Br:11][CH2:10][C:5]1[CH:4]=[CH:3][C:2]([F:1])=[CH:9][C:6]=1[C:7]#[N:8]. The yield is 1.02. (3) The yield is 0.340. The product is [ClH:1].[Br:19][C:20]1[CH:25]=[CH:24][C:23]([NH:26][C:27]2[C:36]3[C:31](=[CH:32][C:33]([O:39][CH2:2][C@H:3]4[O:8][CH2:7][C@@H:6]5[CH2:9][CH2:10][CH2:11][N:5]5[CH2:4]4)=[C:34]([O:37][CH3:38])[CH:35]=3)[N:30]=[CH:29][N:28]=2)=[C:22]([Cl:40])[C:21]=1[Cl:41]. The reactants are [Cl:1][CH2:2][C@H:3]1[O:8][CH2:7][C@@H:6]2[CH2:9][CH2:10][CH2:11][N:5]2[CH2:4]1.FC(F)(F)C(O)=O.[Br:19][C:20]1[CH:25]=[CH:24][C:23]([NH:26][C:27]2[C:36]3[C:31](=[CH:32][C:33]([OH:39])=[C:34]([O:37][CH3:38])[CH:35]=3)[N:30]=[CH:29][N:28]=2)=[C:22]([Cl:40])[C:21]=1[Cl:41].C(=O)([O-])[O-].[K+].[K+]. The catalyst is CC(N(C)C)=O. (4) The catalyst is C1COCC1. The yield is 0.930. The product is [CH3:1][C:2]([Si:5]([CH3:25])([CH3:26])[O:6][C@H:7]1[CH2:12][C@@H:11]([CH2:13][N:31]2[C:27](=[O:37])[C:28]3[C:29](=[CH:33][CH:34]=[CH:35][CH:36]=3)[C:30]2=[O:32])[CH2:10][N:9]([C:15]([O:17][CH2:18][C:19]2[CH:20]=[CH:21][CH:22]=[CH:23][CH:24]=2)=[O:16])[CH2:8]1)([CH3:4])[CH3:3]. The reactants are [CH3:1][C:2]([Si:5]([CH3:26])([CH3:25])[O:6][C@H:7]1[CH2:12][C@@H:11]([CH2:13]O)[CH2:10][N:9]([C:15]([O:17][CH2:18][C:19]2[CH:24]=[CH:23][CH:22]=[CH:21][CH:20]=2)=[O:16])[CH2:8]1)([CH3:4])[CH3:3].[C:27]1(=[O:37])[NH:31][C:30](=[O:32])[C:29]2=[CH:33][CH:34]=[CH:35][CH:36]=[C:28]12.C1(P(C2C=CC=CC=2)C2C=CC=CC=2)C=CC=CC=1.N(C(OCC)=O)=NC(OCC)=O. (5) The product is [Cl:1][C:2]1[CH:3]=[CH:4][C:5]([OH:11])=[C:6]([CH:10]=1)[C:7]([NH:15][C:14]1[CH:16]=[C:17]([C:20]([F:21])([F:22])[F:23])[CH:18]=[CH:19][C:13]=1[CH3:12])=[O:9]. No catalyst specified. The yield is 0.733. The reactants are [Cl:1][C:2]1[CH:10]=[C:6]([C:7]([OH:9])=O)[C:5]([OH:11])=[CH:4][CH:3]=1.[CH3:12][C:13]1[CH:19]=[CH:18][C:17]([C:20]([F:23])([F:22])[F:21])=[CH:16][C:14]=1[NH2:15]. (6) The reactants are [CH3:1][N:2]([S:15]([C:18]1[S:19][CH:20]=[CH:21][N:22]=1)(=[O:17])=[O:16])[C:3]1[CH:4]=[CH:5][CH:6]=[C:7]2[C:11]=1[NH:10][C:9]([C:12](O)=[O:13])=[CH:8]2.[N:23]1(O)C2C=CC=CC=2N=N1.Cl.CN(C)CCCN=C=NCC.N. The catalyst is C(OCC)(=O)C.O.CN(C)C=O. The product is [CH3:1][N:2]([S:15]([C:18]1[S:19][CH:20]=[CH:21][N:22]=1)(=[O:17])=[O:16])[C:3]1[CH:4]=[CH:5][CH:6]=[C:7]2[C:11]=1[NH:10][C:9]([C:12]([NH2:23])=[O:13])=[CH:8]2. The yield is 0.790.